From a dataset of Reaction yield outcomes from USPTO patents with 853,638 reactions. Predict the reaction yield, written as a fraction of the theoretical maximum amount of product (1.0 means a 100% yield; for example, 0.34 means a 34% yield). (1) The reactants are [C:1]([O:5][C:6]([N:8]1[CH2:13][CH2:12][C:11](=[C:14](Br)[C:15]2[CH:20]=[CH:19][CH:18]=[CH:17][CH:16]=2)[CH2:10][CH2:9]1)=[O:7])([CH3:4])([CH3:3])[CH3:2].C([Li])CCC.I[C:28]1[CH:33]=[N:32][CH:31]=[CH:30][N:29]=1. The catalyst is C1COCC1.C(Cl)Cl.[Cl-].[Cl-].[Zn+2].C1C=CC([P]([Pd]([P](C2C=CC=CC=2)(C2C=CC=CC=2)C2C=CC=CC=2)([P](C2C=CC=CC=2)(C2C=CC=CC=2)C2C=CC=CC=2)[P](C2C=CC=CC=2)(C2C=CC=CC=2)C2C=CC=CC=2)(C2C=CC=CC=2)C2C=CC=CC=2)=CC=1. The product is [C:1]([O:5][C:6]([N:8]1[CH2:13][CH2:12][C:11](=[C:14]([C:15]2[CH:20]=[CH:19][CH:18]=[CH:17][CH:16]=2)[C:28]2[CH:33]=[N:32][CH:31]=[CH:30][N:29]=2)[CH2:10][CH2:9]1)=[O:7])([CH3:4])([CH3:3])[CH3:2]. The yield is 0.680. (2) The reactants are [F:1][C:2]1[CH:18]=[CH:17][CH:16]=[CH:15][C:3]=1[CH2:4][C:5]1[S:9][C:8]([CH:10]2OCC[O:11]2)=[CH:7][CH:6]=1.C(=O)(O)[O-].[Na+]. The catalyst is CO.O.Cl. The product is [F:1][C:2]1[CH:18]=[CH:17][CH:16]=[CH:15][C:3]=1[CH2:4][C:5]1[S:9][C:8]([CH:10]=[O:11])=[CH:7][CH:6]=1. The yield is 0.980. (3) The reactants are [Br:1][C:2]1[CH:3]=[C:4]2[N:10]([NH2:11])[CH:9]=[CH:8][C:5]2=[N:6][CH:7]=1.[CH:12](=O)[C:13]1[CH:18]=[CH:17][CH:16]=[CH:15][CH:14]=1. No catalyst specified. The product is [Br:1][C:2]1[CH:3]=[C:4]2[N:10](/[N:11]=[CH:12]/[C:13]3[CH:18]=[CH:17][CH:16]=[CH:15][CH:14]=3)[CH:9]=[CH:8][C:5]2=[N:6][CH:7]=1. The yield is 0.460. (4) The reactants are [O:1]1[C:10]2[C:5](=[CH:6][CH:7]=[CH:8][CH:9]=2)[C:4](=[O:11])[CH2:3][CH2:2]1.B(F)(F)F.[CH3:16]COCC.[Si](C=[N+]=[N-])(C)(C)C.C([O-])(O)=O.[Na+]. The catalyst is C(OCC)C. The product is [O:1]1[CH2:2][CH2:3][C:4](=[O:11])[CH2:16][C:5]2[CH:6]=[CH:7][CH:8]=[CH:9][C:10]1=2. The yield is 0.420.